Task: Predict the reactants needed to synthesize the given product.. Dataset: Full USPTO retrosynthesis dataset with 1.9M reactions from patents (1976-2016) (1) Given the product [O:27]=[C:20]1[C:21]2[C:26](=[CH:25][CH:24]=[CH:23][CH:22]=2)[S:17][CH2:18][CH:19]1[C:30]([O:32][CH3:33])=[O:31], predict the reactants needed to synthesize it. The reactants are: C[Si]([N-][Si](C)(C)C)(C)C.[Li+].CCCCCC.[S:17]1[C:26]2[C:21](=[CH:22][CH:23]=[CH:24][CH:25]=2)[C:20](=[O:27])[CH2:19][CH2:18]1.C([C:30]([O:32][CH3:33])=[O:31])#N.[Cl-].[NH4+]. (2) Given the product [Br:10][C:7]1[CH:8]=[CH:9][C:4]([CH2:3][OH:2])=[CH:5][C:6]=1[F:11], predict the reactants needed to synthesize it. The reactants are: C[O:2][C:3](=O)[C:4]1[CH:9]=[CH:8][C:7]([Br:10])=[C:6]([F:11])[CH:5]=1.[H-].C([Al+]CC(C)C)C(C)C.